From a dataset of Forward reaction prediction with 1.9M reactions from USPTO patents (1976-2016). Predict the product of the given reaction. (1) Given the reactants C(=O)([O-])[O-].[K+].[K+].[CH2:7]([NH2:14])[C:8]1[CH:13]=[CH:12][CH:11]=[CH:10][CH:9]=1.[CH:15]1[C:24]2[C:19](=[CH:20][CH:21]=[CH:22][CH:23]=2)[CH:18]=[CH:17][C:16]=1[O:25][CH2:26][CH2:27][CH2:28][CH2:29]Cl, predict the reaction product. The product is: [CH2:7]([NH:14][CH2:29][CH2:28][CH2:27][CH2:26][O:25][C:16]1[CH:17]=[CH:18][C:19]2[C:24](=[CH:23][CH:22]=[CH:21][CH:20]=2)[CH:15]=1)[C:8]1[CH:13]=[CH:12][CH:11]=[CH:10][CH:9]=1. (2) Given the reactants [Cl:1][C:2]1[CH:3]=[C:4]([NH:8][C:9]2[N:10]([C:20]3[CH:25]=[CH:24][CH:23]=[C:22]([Cl:26])[CH:21]=3)[N:11]=[C:12]3[C:17]=2[CH:16]=[C:15]([F:18])[C:14]([F:19])=[CH:13]3)[CH:5]=[CH:6][CH:7]=1.[CH:27]1([N:33]=[C:34]=[O:35])[CH2:32][CH2:31][CH2:30][CH2:29][CH2:28]1.CCN(CC)CC, predict the reaction product. The product is: [Cl:1][C:2]1[CH:3]=[C:4]([N:8]([C:9]2[N:10]([C:20]3[CH:25]=[CH:24][CH:23]=[C:22]([Cl:26])[CH:21]=3)[N:11]=[C:12]3[C:17]=2[CH:16]=[C:15]([F:18])[C:14]([F:19])=[CH:13]3)[C:34]([NH:33][CH:27]2[CH2:32][CH2:31][CH2:30][CH2:29][CH2:28]2)=[O:35])[CH:5]=[CH:6][CH:7]=1.